From a dataset of Catalyst prediction with 721,799 reactions and 888 catalyst types from USPTO. Predict which catalyst facilitates the given reaction. (1) Reactant: C(OC(=O)[NH:7][C:8]1[CH:13]=[CH:12][C:11]([C:14]2[CH:19]=CC(F)=[CH:16][CH:15]=2)=[CH:10][C:9]=1[NH:21][C:22](=[O:34])[CH2:23][C:24]([C:26]1[CH:31]=[CH:30][CH:29]=[C:28]([C:32]#[N:33])[CH:27]=1)=O)(C)(C)C.[C:36](O)([C:38]([F:41])(F)F)=O. Product: [F:41][C:38]1[CH:36]=[CH:19][C:14]([C:11]2[CH:12]=[CH:13][C:8]3[N:7]=[C:24]([C:26]4[CH:27]=[C:28]([CH:29]=[CH:30][CH:31]=4)[C:32]#[N:33])[CH2:23][C:22](=[O:34])[NH:21][C:9]=3[CH:10]=2)=[CH:15][CH:16]=1. The catalyst class is: 2. (2) Reactant: C([O:3][C:4](=[O:16])[CH2:5][CH2:6][CH2:7][N:8]([CH:10]1[CH2:15][CH2:14][CH2:13][CH2:12][CH2:11]1)[CH3:9])C.[OH-].[Na+]. Product: [CH:10]1([N:8]([CH3:9])[CH2:7][CH2:6][CH2:5][C:4]([OH:16])=[O:3])[CH2:15][CH2:14][CH2:13][CH2:12][CH2:11]1. The catalyst class is: 1. (3) Reactant: [CH3:1][C:2]1[O:6][N:5]=[C:4]([C:7]2[CH:12]=[CH:11][CH:10]=[CH:9][CH:8]=2)[C:3]=1[C:13]1[CH:21]=[CH:20][C:16]([C:17](O)=[O:18])=[CH:15][CH:14]=1.ON1C(=O)[CH2:26][CH2:25][C:24]1=[O:29].Cl.C([N:33]=C=NCCCN(C)C)C.C(OCC)(=O)C. Product: [OH:29][CH2:24][C@@H:25]([NH:33][C:17](=[O:18])[C:16]1[CH:15]=[CH:14][C:13]([C:3]2[C:4]([C:7]3[CH:12]=[CH:11][CH:10]=[CH:9][CH:8]=3)=[N:5][O:6][C:2]=2[CH3:1])=[CH:21][CH:20]=1)[CH3:26]. The catalyst class is: 3. (4) Reactant: [H-].[H-].[H-].[H-].[Li+].[Al+3].[F:7][C:8]1[CH:13]=[CH:12][C:11]([C:14]2[C:15]3[CH:32]=[CH:31][C:30]([O:33][CH3:34])=[CH:29][C:16]=3[S:17](=O)[C:18]=2[O:19][C:20]2[CH:25]=[CH:24][C:23]([O:26][CH3:27])=[CH:22][CH:21]=2)=[CH:10][CH:9]=1. Product: [F:7][C:8]1[CH:13]=[CH:12][C:11]([C:14]2[C:15]3[CH:32]=[CH:31][C:30]([O:33][CH3:34])=[CH:29][C:16]=3[S:17][C:18]=2[O:19][C:20]2[CH:21]=[CH:22][C:23]([O:26][CH3:27])=[CH:24][CH:25]=2)=[CH:10][CH:9]=1. The catalyst class is: 1. (5) Reactant: Cl[C:2]1[CH:7]=[C:6]([C:8]2[CH:13]=[CH:12][CH:11]=[CH:10][CH:9]=2)[N:5]=[C:4]([CH3:14])[N:3]=1.[CH3:15][NH:16][NH2:17].C(=O)([O-])[O-].[K+].[K+]. Product: [CH3:15][N:16]([C:2]1[CH:7]=[C:6]([C:8]2[CH:13]=[CH:12][CH:11]=[CH:10][CH:9]=2)[N:5]=[C:4]([CH3:14])[N:3]=1)[NH2:17]. The catalyst class is: 12. (6) Reactant: [CH2:1]([O:3][C:4]1[C:12]2[C:11](=[O:13])[N:10]([C:14]3[CH:19]=[CH:18][C:17]([CH2:20][C:21]([O:23][CH2:24][CH3:25])=[O:22])=[CH:16][C:15]=3[F:26])[C:9](=O)[C:8]=2[C:7]([OH:28])=[C:6]2[CH:29]=[CH:30][CH:31]=[CH:32][C:5]=12)[CH3:2].[BH4-].[Na+]. Product: [CH2:1]([O:3][C:4]1[C:12]2[C:11](=[O:13])[N:10]([C:14]3[CH:19]=[CH:18][C:17]([CH2:20][C:21]([O:23][CH2:24][CH3:25])=[O:22])=[CH:16][C:15]=3[F:26])[CH2:9][C:8]=2[C:7]([OH:28])=[C:6]2[CH:29]=[CH:30][CH:31]=[CH:32][C:5]=12)[CH3:2]. The catalyst class is: 1. (7) Reactant: [CH3:1][N:2]([CH3:15])[CH2:3][CH2:4][O:5][C:6]1[CH:7]=[C:8]([CH:12]=[CH:13][CH:14]=1)[N:9]([CH3:11])[CH3:10].CN(CCN(C)C)C.[Li]CCCC.CN([CH:32]=[O:33])C. Product: [CH3:11][N:9]([CH3:10])[C:8]1[CH:12]=[CH:13][CH:14]=[C:6]([O:5][CH2:4][CH2:3][N:2]([CH3:15])[CH3:1])[C:7]=1[CH:32]=[O:33]. The catalyst class is: 20. (8) Reactant: [O:1]([CH:8]1[CH2:17][CH2:16][C:11]2(OCC[O:12]2)[CH2:10][CH2:9]1)[C:2]1[CH:7]=[CH:6][CH:5]=[CH:4][CH:3]=1. Product: [O:1]([CH:8]1[CH2:9][CH2:10][C:11](=[O:12])[CH2:16][CH2:17]1)[C:2]1[CH:7]=[CH:6][CH:5]=[CH:4][CH:3]=1. The catalyst class is: 1. (9) Reactant: Cl[C:2]1[CH:7]=[C:6]([Cl:8])[N:5]=[C:4]([C:9]2[CH:14]=[CH:13][CH:12]=[CH:11][CH:10]=2)[N:3]=1.[F:15][C:16]([F:26])([F:25])[O:17][C:18]1[CH:24]=[CH:23][C:21]([NH2:22])=[CH:20][CH:19]=1.C(N(CC)CC)C. Product: [Cl:8][C:6]1[N:5]=[C:4]([C:9]2[CH:14]=[CH:13][CH:12]=[CH:11][CH:10]=2)[N:3]=[C:2]([NH:22][C:21]2[CH:23]=[CH:24][C:18]([O:17][C:16]([F:15])([F:25])[F:26])=[CH:19][CH:20]=2)[CH:7]=1. The catalyst class is: 51. (10) Reactant: [NH2:1][C:2]1[C:3]([C:12]([NH:14][CH:15]([CH2:20][CH2:21][CH2:22][CH2:23][CH3:24])[C:16]([O:18][CH3:19])=[O:17])=[O:13])=[CH:4][C:5]2[C:10]([CH:11]=1)=[CH:9][CH:8]=[CH:7][CH:6]=2.[N:25]([C:28]1[C:33]([CH3:34])=[CH:32][C:31]([CH3:35])=[CH:30][C:29]=1[CH3:36])=[C:26]=[O:27]. Product: [CH3:34][C:33]1[CH:32]=[C:31]([CH3:35])[CH:30]=[C:29]([CH3:36])[C:28]=1[NH:25][C:26]([NH:1][C:2]1[C:3]([C:12]([NH:14][CH:15]([CH2:20][CH2:21][CH2:22][CH2:23][CH3:24])[C:16]([O:18][CH3:19])=[O:17])=[O:13])=[CH:4][C:5]2[C:10]([CH:11]=1)=[CH:9][CH:8]=[CH:7][CH:6]=2)=[O:27]. The catalyst class is: 17.